From a dataset of Reaction yield outcomes from USPTO patents with 853,638 reactions. Predict the reaction yield, written as a fraction of the theoretical maximum amount of product (1.0 means a 100% yield; for example, 0.34 means a 34% yield). (1) The reactants are [O:1]1[C:5]2[CH:6]=[CH:7][C:8]([C:10]3([C:13]([OH:15])=O)[CH2:12][CH2:11]3)=[CH:9][C:4]=2[O:3][CH2:2]1.S(Cl)(Cl)=O.[Br:20][C:21]1[CH:22]=[CH:23][C:24]([NH2:27])=[N:25][CH:26]=1. The catalyst is CN(C=O)C.N1C=CC=CC=1. The product is [O:1]1[C:5]2[CH:6]=[CH:7][C:8]([C:10]3([C:13]([NH:27][C:24]4[CH:23]=[CH:22][C:21]([Br:20])=[CH:26][N:25]=4)=[O:15])[CH2:11][CH2:12]3)=[CH:9][C:4]=2[O:3][CH2:2]1. The yield is 0.810. (2) The reactants are [CH:1]1([S:4]([NH:7][C:8](=[O:14])[O:9][C:10]([CH3:13])([CH3:12])[CH3:11])(=[O:6])=[O:5])[CH2:3][CH2:2]1.C([Li])CCC.[CH2:20]=[O:21]. The catalyst is C1COCC1. The product is [OH:21][CH2:20][C:1]1([S:4]([NH:7][C:8](=[O:14])[O:9][C:10]([CH3:11])([CH3:13])[CH3:12])(=[O:6])=[O:5])[CH2:2][CH2:3]1. The yield is 0.790. (3) The reactants are [NH:1]1[C:9]2[C:4](=[CH:5][CH:6]=[CH:7][C:8]=2[C:10]([OH:12])=O)[CH:3]=[CH:2]1.CN(C(ON1N=NC2C=CC=CC1=2)=[N+](C)C)C.[B-](F)(F)(F)F.C(N(CC)C(C)C)(C)C.[C:44]([C:48]1[CH:62]=[CH:61][C:51]([CH2:52][NH:53][CH2:54][CH:55]([OH:60])[C:56]([F:59])([F:58])[F:57])=[CH:50][CH:49]=1)([CH3:47])([CH3:46])[CH3:45]. The catalyst is CN(C=O)C.O. The product is [C:44]([C:48]1[CH:62]=[CH:61][C:51]([CH2:52][N:53]([CH2:54][CH:55]([OH:60])[C:56]([F:59])([F:57])[F:58])[C:10]([C:8]2[CH:7]=[CH:6][CH:5]=[C:4]3[C:9]=2[NH:1][CH:2]=[CH:3]3)=[O:12])=[CH:50][CH:49]=1)([CH3:47])([CH3:45])[CH3:46]. The yield is 0.170. (4) The reactants are Cl.[NH2:2][NH2:3].[C:4]12[C:12](=[O:13])O[C:9](=[O:10])[C:5]=1[CH2:6][CH2:7][CH2:8]2. The catalyst is O. The product is [C:9]1(=[O:10])[C:5]2[CH2:6][CH2:7][CH2:8][C:4]=2[C:12](=[O:13])[NH:3][NH:2]1. The yield is 0.670. (5) The reactants are [Br:1][C:2]1[CH:3]=[N:4][NH:5][CH:6]=1.[OH-].[K+].[CH2:9](Cl)[C:10]1[CH:15]=[CH:14][CH:13]=[CH:12][CH:11]=1.Cl. The catalyst is [Br-].C([N+](CCCC)(CCCC)CCCC)CCC.O.C(OCC)C. The product is [CH2:9]([N:4]1[CH:3]=[C:2]([Br:1])[CH:6]=[N:5]1)[C:10]1[CH:15]=[CH:14][CH:13]=[CH:12][CH:11]=1. The yield is 0.950. (6) The reactants are [F:1][C:2]1[CH:3]=[C:4]2[NH:10][C:9](=O)O[C:6](=[O:7])[C:5]2=[CH:12][C:13]=1[I:14].C(O)(=O)C.C(N)=[NH:20]. The catalyst is CN(C)C=O. The product is [OH:7][C:6]1[C:5]2[C:4](=[CH:3][C:2]([F:1])=[C:13]([I:14])[CH:12]=2)[N:10]=[CH:9][N:20]=1. The yield is 0.910. (7) The reactants are [O:1]1[CH2:3][C@@H:2]1[CH2:4][N:5]1[CH2:14][CH2:13][C:12]2[C:7](=[CH:8][CH:9]=[CH:10][CH:11]=2)[CH2:6]1.[NH3:15]. The catalyst is CCO. The product is [NH2:15][CH2:3][C@@H:2]([OH:1])[CH2:4][N:5]1[CH2:14][CH2:13][C:12]2[C:7](=[CH:8][CH:9]=[CH:10][CH:11]=2)[CH2:6]1. The yield is 0.900. (8) The reactants are [C:1]([OH:10])(=[O:9])[CH2:2][CH2:3][CH2:4][CH2:5][CH2:6][CH2:7][CH3:8].C(=O)([O-])O.[Na+].[Cl:16][CH2:17]OS(Cl)(=O)=O. The catalyst is S([O-])(O)(=O)=O.C([N+](CCCC)(CCCC)CCCC)CCC.O.ClCCl.ClCCl. The product is [C:1]([O:10][CH2:17][Cl:16])(=[O:9])[CH2:2][CH2:3][CH2:4][CH2:5][CH2:6][CH2:7][CH3:8]. The yield is 0.880. (9) The reactants are F[C:2]1[C:3]([S:14]([CH3:17])(=[O:16])=[O:15])=[CH:4][C:5]([N+:11]([O-:13])=[O:12])=[C:6]([CH:10]=1)[C:7]([OH:9])=[O:8].[NH:18]([CH2:22][CH2:23][OH:24])[CH2:19][CH2:20][OH:21]. The catalyst is CS(C)=O. The product is [OH:21][CH2:20][CH2:19][N:18]([CH2:22][CH2:23][OH:24])[C:2]1[C:3]([S:14]([CH3:17])(=[O:16])=[O:15])=[CH:4][C:5]([N+:11]([O-:13])=[O:12])=[C:6]([CH:10]=1)[C:7]([OH:9])=[O:8]. The yield is 0.920. (10) The reactants are [OH:1][C:2]1[N:7]=[CH:6][C:5]([NH:8][C:9](=[O:20])[C:10]2[CH:15]=[CH:14][C:13]([C:16]([F:19])([F:18])[F:17])=[CH:12][CH:11]=2)=[CH:4][CH:3]=1.[CH3:21][N:22]([C:26]1[CH:31]=[CH:30][CH:29]=[CH:28][CH:27]=1)[C:23](Cl)=[O:24].N12CCN(CC1)CC2. The yield is 0.640. The catalyst is CN(C)C=O. The product is [F:18][C:16]([F:19])([F:17])[C:13]1[CH:12]=[CH:11][C:10]([C:9]([NH:8][C:5]2[CH:4]=[CH:3][C:2]([O:1][C:23](=[O:24])[N:22]([CH3:21])[C:26]3[CH:31]=[CH:30][CH:29]=[CH:28][CH:27]=3)=[N:7][CH:6]=2)=[O:20])=[CH:15][CH:14]=1.